From a dataset of Reaction yield outcomes from USPTO patents with 853,638 reactions. Predict the reaction yield, written as a fraction of the theoretical maximum amount of product (1.0 means a 100% yield; for example, 0.34 means a 34% yield). (1) The reactants are [C:1]([C:5]1[N:9]([CH2:10][CH:11]2[CH2:16][CH2:15][O:14][CH2:13][CH2:12]2)[C:8]2[CH:17]=[CH:18][C:19]([S:21](Cl)(=[O:23])=[O:22])=[CH:20][C:7]=2[N:6]=1)([CH3:4])([CH3:3])[CH3:2].[CH:25]1([NH2:28])[CH2:27][CH2:26]1. The catalyst is CN(C1C=CN=CC=1)C.CC#N. The product is [C:1]([C:5]1[N:9]([CH2:10][CH:11]2[CH2:16][CH2:15][O:14][CH2:13][CH2:12]2)[C:8]2[CH:17]=[CH:18][C:19]([S:21]([NH:28][CH:25]3[CH2:27][CH2:26]3)(=[O:23])=[O:22])=[CH:20][C:7]=2[N:6]=1)([CH3:4])([CH3:3])[CH3:2]. The yield is 0.430. (2) The reactants are [C:1]([C:5]1[C:13]2[O:12][CH:11]([CH2:14][NH2:15])[CH2:10][C:9]=2[CH:8]=[C:7]([Cl:16])[CH:6]=1)([CH3:4])([CH3:3])[CH3:2].C(N(C(C)C)CC)(C)C.Cl[C:27]([O:29][CH2:30][C:31]1[CH:36]=[CH:35][CH:34]=[CH:33][CH:32]=1)=[O:28].C(OC(=O)NCC1CC2C=CC=C(C3CCCC3)C=2O1)C1C=CC=CC=1. No catalyst specified. The product is [CH2:30]([O:29][C:27](=[O:28])[NH:15][CH2:14][CH:11]1[CH2:10][C:9]2[CH:8]=[C:7]([Cl:16])[CH:6]=[C:5]([C:1]([CH3:4])([CH3:2])[CH3:3])[C:13]=2[O:12]1)[C:31]1[CH:36]=[CH:35][CH:34]=[CH:33][CH:32]=1. The yield is 0.950. (3) The reactants are C([O:3][C:4](=[O:39])[CH2:5][N:6]([S:27]([N:30]1[C:38]2[C:33](=[CH:34][CH:35]=[CH:36][CH:37]=2)[CH2:32][CH2:31]1)(=[O:29])=[O:28])[CH2:7][C:8]1[CH:13]=[CH:12][CH:11]=[C:10]([O:14][CH2:15][C:16]2[N:17]=[C:18]([C:22]3[S:23][CH:24]=[CH:25][CH:26]=3)[O:19][C:20]=2[CH3:21])[CH:9]=1)C.O.[OH-].[Li+]. No catalyst specified. The product is [N:30]1([S:27]([N:6]([CH2:5][C:4]([OH:39])=[O:3])[CH2:7][C:8]2[CH:13]=[CH:12][CH:11]=[C:10]([O:14][CH2:15][C:16]3[N:17]=[C:18]([C:22]4[S:23][CH:24]=[CH:25][CH:26]=4)[O:19][C:20]=3[CH3:21])[CH:9]=2)(=[O:29])=[O:28])[C:38]2[C:33](=[CH:34][CH:35]=[CH:36][CH:37]=2)[CH2:32][CH2:31]1. The yield is 0.990. (4) The reactants are Br[C:2]1[CH:11]=[C:10]2[C:5]([CH:6]=[C:7]([NH:12][C:13]([CH:15]3[CH2:17][CH2:16]3)=[O:14])[N:8]=[CH:9]2)=[CH:4][CH:3]=1.[O:18]1CCOCC1.[OH-].[K+]. The catalyst is C1C=CC(/C=C/C(/C=C/C2C=CC=CC=2)=O)=CC=1.C1C=CC(/C=C/C(/C=C/C2C=CC=CC=2)=O)=CC=1.C1C=CC(/C=C/C(/C=C/C2C=CC=CC=2)=O)=CC=1.C(Cl)(Cl)Cl.[Pd].[Pd].C(P(C(C)(C)C)C1C(C)=C(C)C(C)=C(C)C=1C1C(CCC)=CC(CCC)=CC=1CCC)(C)(C)C.O. The product is [OH:18][C:2]1[CH:11]=[C:10]2[C:5]([CH:6]=[C:7]([NH:12][C:13]([CH:15]3[CH2:17][CH2:16]3)=[O:14])[N:8]=[CH:9]2)=[CH:4][CH:3]=1. The yield is 0.760. (5) The reactants are Br[C:2]1[CH:3]=[CH:4][C:5]([F:8])=[N:6][CH:7]=1.C([Mg]Cl)(C)C.Cl.[NH2:15][C:16]1[N:27]=[CH:26][C:25]([Br:28])=[CH:24][C:17]=1[C:18](N(OC)C)=[O:19]. The catalyst is C1COCC1. The product is [NH2:15][C:16]1[C:17]([C:18]([C:2]2[CH:7]=[N:6][C:5]([F:8])=[CH:4][CH:3]=2)=[O:19])=[CH:24][C:25]([Br:28])=[CH:26][N:27]=1. The yield is 0.490. (6) The reactants are [Si](OCC1N=C(C#N)C(C(F)(F)F)=CC=1)(C(C)(C)C)(C)C.[Si]([O:29][CH2:30][C:31]1[N:36]=[C:35]([C:37]#[N:38])[C:34]([O:39][CH3:40])=[CH:33][CH:32]=1)(C(C)(C)C)(C)C. No catalyst specified. The product is [OH:29][CH2:30][C:31]1[N:36]=[C:35]([C:37]#[N:38])[C:34]([O:39][CH3:40])=[CH:33][CH:32]=1. The yield is 0.760. (7) The reactants are [ClH:1].Cl.C([S:6][CH:7]1[CH2:12][CH2:11][N:10]([CH:13]([C:19]2[CH:24]=[CH:23][CH:22]=[CH:21][C:20]=2[F:25])[C:14]([CH:16]2[CH2:18][CH2:17]2)=[O:15])[CH2:9]/[C:8]/1=[CH:26]\[C:27]1[N:31]([CH2:32][CH2:33][C:34]([O:36][CH3:37])=[O:35])[N:30]=[N:29][CH:28]=1)(=O)C.[CH2:38](O)C. No catalyst specified. The product is [ClH:1].[CH:16]1([C:14](=[O:15])[CH:13]([N:10]2[CH2:11][CH2:12][CH:7]([SH:6])/[C:8](=[CH:26]/[C:27]3[N:31]([CH2:32][CH2:33][C:34]([O:36][CH2:37][CH3:38])=[O:35])[N:30]=[N:29][CH:28]=3)/[CH2:9]2)[C:19]2[CH:24]=[CH:23][CH:22]=[CH:21][C:20]=2[F:25])[CH2:18][CH2:17]1. The yield is 0.680.